From a dataset of Peptide-MHC class II binding affinity with 134,281 pairs from IEDB. Regression. Given a peptide amino acid sequence and an MHC pseudo amino acid sequence, predict their binding affinity value. This is MHC class II binding data. The peptide sequence is QITKIQNFRVYYRDSRDPIW. The MHC is HLA-DQA10201-DQB10202 with pseudo-sequence HLA-DQA10201-DQB10202. The binding affinity (normalized) is 0.215.